From a dataset of Catalyst prediction with 721,799 reactions and 888 catalyst types from USPTO. Predict which catalyst facilitates the given reaction. (1) Reactant: [Cl:1][C:2]1[CH:7]=[CH:6][N:5]=[C:4]([C@@H:8]([NH2:12])[CH2:9][CH:10]=[CH2:11])[CH:3]=1.CCN(CC)CC.[O:20](C(OC(C)(C)C)=O)[C:21]([O:23][C:24]([CH3:27])([CH3:26])[CH3:25])=O. Product: [Cl:1][C:2]1[CH:7]=[CH:6][N:5]=[C:4]([C@@H:8]([NH:12][C:21](=[O:20])[O:23][C:24]([CH3:27])([CH3:26])[CH3:25])[CH2:9][CH:10]=[CH2:11])[CH:3]=1. The catalyst class is: 2. (2) Reactant: Cl[C:2]1[C:11]2[C:6](=[CH:7][CH:8]=[CH:9][CH:10]=2)[C:5](=[O:12])[NH:4][N:3]=1.CC1(C)C(C)(C)OB([C:21]2[CH:26]=[CH:25][C:24]([CH:27]([CH3:33])[C:28]([O:30][CH2:31][CH3:32])=[O:29])=[CH:23][CH:22]=2)O1.P([O-])([O-])([O-])=O.[K+].[K+].[K+].O1CCOCC1. Product: [O:12]=[C:5]1[C:6]2[C:11](=[CH:10][CH:9]=[CH:8][CH:7]=2)[C:2]([C:21]2[CH:26]=[CH:25][C:24]([CH:27]([CH3:33])[C:28]([O:30][CH2:31][CH3:32])=[O:29])=[CH:23][CH:22]=2)=[N:3][NH:4]1. The catalyst class is: 103. (3) Reactant: [NH:1]([CH2:3][CH2:4][OH:5])[NH2:2].[CH:6]([O:8][CH3:9])=[S:7]. Product: [NH2:2][N:1]([CH2:3][CH2:4][OH:5])[C:6](=[S:7])[O:8][CH3:9]. The catalyst class is: 66. (4) Reactant: [CH2:1]1[C:9]2[C:4](=[CH:5][CH:6]=[CH:7][CH:8]=2)[CH2:3][NH:2]1.[CH2:10]([O:12][C:13]([CH:15]([C:21]1[CH:22]=[C:23]2[C:27](=[CH:28][CH:29]=1)[N:26]([C:30]([O:32][C:33]([CH3:36])([CH3:35])[CH3:34])=[O:31])[C:25](=[O:37])[C:24]2=[O:38])[CH2:16][CH2:17][CH:18]([F:20])[F:19])=[O:14])[CH3:11]. Product: [C:33]([O:32][C:30]([NH:26][C:27]1[CH:28]=[CH:29][C:21]([CH:15]([CH2:16][CH2:17][CH:18]([F:19])[F:20])[C:13]([O:12][CH2:10][CH3:11])=[O:14])=[CH:22][C:23]=1[C:24](=[O:38])[C:25]([N:2]1[CH2:3][C:4]2[C:9](=[CH:8][CH:7]=[CH:6][CH:5]=2)[CH2:1]1)=[O:37])=[O:31])([CH3:35])([CH3:34])[CH3:36]. The catalyst class is: 7. (5) Reactant: [Cl:1][C:2]1[CH:3]=[C:4]2[CH:10]=[C:9]([CH2:11][N:12]3[C:16]4=[CH:17][N:18]=[CH:19][CH:20]=[C:15]4[C:14]4([CH2:22][CH2:21]4)[C:13]3=[O:23])[NH:8][C:5]2=[N:6][CH:7]=1.[S:24]1(=[O:30])(=[O:29])[CH2:28][CH:27]=[CH:26][CH2:25]1.C(=O)([O-])[O-].[Cs+].[Cs+]. Product: [Cl:1][C:2]1[CH:3]=[C:4]2[CH:10]=[C:9]([CH2:11][N:12]3[C:16]4=[CH:17][N:18]=[CH:19][CH:20]=[C:15]4[C:14]4([CH2:22][CH2:21]4)[C:13]3=[O:23])[N:8]([CH:26]3[CH2:27][CH2:28][S:24](=[O:30])(=[O:29])[CH2:25]3)[C:5]2=[N:6][CH:7]=1. The catalyst class is: 245. (6) Reactant: [CH3:1][C:2]1[O:6][N:5]=[C:4]([C:7]2[CH:12]=[CH:11][CH:10]=[CH:9][CH:8]=2)[C:3]=1[CH2:13][O:14][C:15]1[N:20]=[N:19][C:18]([C:21]([OH:23])=O)=[CH:17][CH:16]=1.F[B-](F)(F)F.N1(OC(N(C)C)=[N+](C)C)C2C=CC=CC=2N=N1.C(N(CC)C(C)C)(C)C.[NH:55]1[CH2:60][CH2:59][S:58](=[O:62])(=[O:61])[CH2:57][CH2:56]1. The catalyst class is: 18. Product: [O:61]=[S:58]1(=[O:62])[CH2:59][CH2:60][N:55]([C:21]([C:18]2[N:19]=[N:20][C:15]([O:14][CH2:13][C:3]3[C:4]([C:7]4[CH:8]=[CH:9][CH:10]=[CH:11][CH:12]=4)=[N:5][O:6][C:2]=3[CH3:1])=[CH:16][CH:17]=2)=[O:23])[CH2:56][CH2:57]1. (7) Reactant: C1COCC1.[CH3:6][O:7][C:8]1[CH:13]=[CH:12][C:11]([Mg]Br)=[CH:10][CH:9]=1.Cl[C:17]1[CH:22]=[CH:21][CH:20]=[CH:19][C:18]=1[F:23].C1(C)C=CC=CC=1. Product: [F:23][C:18]1[CH:19]=[CH:20][CH:21]=[CH:22][C:17]=1[C:11]1[CH:12]=[CH:13][C:8]([O:7][CH3:6])=[CH:9][CH:10]=1. The catalyst class is: 81. (8) Reactant: C(O[CH:4]=[N:5][NH:6][C:7]([O:9][CH3:10])=[O:8])C.[CH3:11][O:12][C:13]1[CH:20]=[CH:19][C:16]([CH2:17][NH2:18])=[CH:15][CH:14]=1. Product: [CH3:11][O:12][C:13]1[CH:20]=[CH:19][C:16]([CH2:17][NH:18][CH:4]=[N:5][NH:6][C:7]([O:9][CH3:10])=[O:8])=[CH:15][CH:14]=1. The catalyst class is: 8.